This data is from Catalyst prediction with 721,799 reactions and 888 catalyst types from USPTO. The task is: Predict which catalyst facilitates the given reaction. (1) Reactant: Br[C:2]1[CH:3]=[C:4]([CH:8]2[N:12]([C:13]3[CH:18]=[CH:17][CH:16]=[CH:15][C:14]=3[Cl:19])[N:11]=[C:10]([C:20]([C:26]([F:29])([F:28])[F:27])([C:22]([F:25])([F:24])[F:23])[OH:21])[CH2:9]2)[CH:5]=[CH:6][CH:7]=1.C([CH:34]1[CH:39]=[C:38](B2OC(C)(C)C(C)(C)O2)[CH2:37][CH2:36][N:35]1[C:49]([OH:51])=[O:50])(C)(C)C.C(=O)([O-])[O-].[K+].[K+]. Product: [Cl:19][C:14]1[CH:15]=[CH:16][CH:17]=[CH:18][C:13]=1[N:12]1[CH:8]([C:4]2[CH:5]=[CH:6][CH:7]=[C:2]([C:38]3[CH2:37][CH2:36][N:35]([C:49]([O:51][C:4]([CH3:8])([CH3:5])[CH3:3])=[O:50])[CH2:34][CH:39]=3)[CH:3]=2)[CH2:9][C:10]([C:20]([C:22]([F:23])([F:24])[F:25])([C:26]([F:29])([F:27])[F:28])[OH:21])=[N:11]1. The catalyst class is: 294. (2) Reactant: [F:1][CH2:2][CH2:3][O:4][C:5]1[CH:6]=[C:7]([C:11]2[N:12]=[C:13]3[N:18]=[C:17]([NH:19][C:20]([C:22]4[N:26]([CH3:27])[N:25]=[CH:24][C:23]=4[C:28]([O:30]CC)=[O:29])=[O:21])[CH:16]=[CH:15][N:14]3[CH:33]=2)[CH:8]=[CH:9][CH:10]=1.C(O)C.C1COCC1.Cl. Product: [F:1][CH2:2][CH2:3][O:4][C:5]1[CH:6]=[C:7]([C:11]2[N:12]=[C:13]3[N:18]=[C:17]([NH:19][C:20]([C:22]4[N:26]([CH3:27])[N:25]=[CH:24][C:23]=4[C:28]([OH:30])=[O:29])=[O:21])[CH:16]=[CH:15][N:14]3[CH:33]=2)[CH:8]=[CH:9][CH:10]=1. The catalyst class is: 6. (3) Reactant: [N+:1]([C:4]1[CH:23]=[CH:22][C:7]([CH2:8][CH:9]([P:16](=[O:21])([O:19][CH3:20])[O:17][CH3:18])[P:10](=[O:15])([O:13][CH3:14])[O:11][CH3:12])=[CH:6][CH:5]=1)([O-])=O. Product: [NH2:1][C:4]1[CH:5]=[CH:6][C:7]([CH2:8][CH:9]([P:16](=[O:21])([O:19][CH3:20])[O:17][CH3:18])[P:10](=[O:15])([O:13][CH3:14])[O:11][CH3:12])=[CH:22][CH:23]=1. The catalyst class is: 867. (4) Reactant: C([O:3][C:4](=[O:42])[C:5]([CH3:41])([O:34][C:35]1[CH:40]=[CH:39][CH:38]=[CH:37][CH:36]=1)[CH2:6][C:7]1[CH:12]=[CH:11][C:10]([O:13][CH2:14][CH2:15][CH:16]2[CH2:20][N:19]([CH2:21][C:22]3[CH:27]=[CH:26][C:25]([C:28]([F:31])([F:30])[F:29])=[CH:24][CH:23]=3)[C:18](=[O:32])[N:17]2[CH3:33])=[CH:9][CH:8]=1)C.[OH-].[Na+]. Product: [CH3:41][C:5]([O:34][C:35]1[CH:40]=[CH:39][CH:38]=[CH:37][CH:36]=1)([CH2:6][C:7]1[CH:8]=[CH:9][C:10]([O:13][CH2:14][CH2:15][CH:16]2[CH2:20][N:19]([CH2:21][C:22]3[CH:27]=[CH:26][C:25]([C:28]([F:31])([F:30])[F:29])=[CH:24][CH:23]=3)[C:18](=[O:32])[N:17]2[CH3:33])=[CH:11][CH:12]=1)[C:4]([OH:42])=[O:3]. The catalyst class is: 8. (5) Reactant: [NH:1]1[CH2:6][CH2:5][NH:4][CH2:3][CH2:2]1.[Cl:7][C:8]1[S:12][C:11](/[CH:13]=[CH:14]/[S:15](Cl)(=[O:17])=[O:16])=[CH:10][CH:9]=1. Product: [Cl:7][C:8]1[S:12][C:11](/[CH:13]=[CH:14]/[S:15]([N:1]2[CH2:6][CH2:5][NH:4][CH2:3][CH2:2]2)(=[O:17])=[O:16])=[CH:10][CH:9]=1. The catalyst class is: 9. (6) Reactant: F[C:2]1[C:7]([CH:8]2[CH2:13][CH2:12][C:11](=[O:14])[CH2:10][CH2:9]2)=[CH:6][CH:5]=[CH:4][N:3]=1.[N:15]1[CH:20]=[CH:19][CH:18]=[CH:17][C:16]=1[NH:21][C:22]1[CH:27]=[CH:26][C:25]([OH:28])=[CH:24][CH:23]=1.C(=O)([O-])[O-].[Cs+].[Cs+]. Product: [N:15]1[CH:20]=[CH:19][CH:18]=[CH:17][C:16]=1[NH:21][C:22]1[CH:27]=[CH:26][C:25]([O:28][C:2]2[C:7]([CH:8]3[CH2:13][CH2:12][C:11](=[O:14])[CH2:10][CH2:9]3)=[CH:6][CH:5]=[CH:4][N:3]=2)=[CH:24][CH:23]=1. The catalyst class is: 179. (7) Reactant: Cl[C:2]1[N:10]=[C:9]2[C:5]([N:6]=[CH:7][N:8]2[CH2:11][C:12]2[CH:17]=[CH:16][C:15]([O:18][CH3:19])=[CH:14][CH:13]=2)=[C:4]([C:20]2[O:21][CH:22]=[CH:23][CH:24]=2)[N:3]=1.[CH3:25][NH2:26]. Product: [O:21]1[CH:22]=[CH:23][CH:24]=[C:20]1[C:4]1[N:3]=[C:2]([NH:26][CH3:25])[N:10]=[C:9]2[C:5]=1[N:6]=[CH:7][N:8]2[CH2:11][C:12]1[CH:17]=[CH:16][C:15]([O:18][CH3:19])=[CH:14][CH:13]=1. The catalyst class is: 20. (8) Reactant: [H-].[H-].[H-].[H-].[Li+].[Al+3].C(OC(=O)[CH2:13][N:14]1[CH2:18][CH2:17][CH:16]([C:19]2[CH:24]=[CH:23][C:22]([S:25]([C:28]3[CH:33]=[CH:32][CH:31]=[C:30]([OH:34])[CH:29]=3)(=[O:27])=[O:26])=[CH:21][C:20]=2[CH3:35])[CH2:15]1)(C)(C)C.[O-]S([O-])(=O)=O.[Na+].[Na+]. Product: [CH3:35][C:20]1[CH:21]=[C:22]([S:25]([C:28]2[CH:29]=[C:30]([OH:34])[CH:31]=[CH:32][CH:33]=2)(=[O:27])=[O:26])[CH:23]=[CH:24][C:19]=1[CH:16]1[CH2:17][CH2:18][N:14]([CH3:13])[CH2:15]1. The catalyst class is: 1. (9) Reactant: [CH2:1]1[C:7]2[CH:8]=[CH:9][CH:10]=[CH:11][C:6]=2[CH2:5][C:4](=O)[NH:3][C:2]1=O.CO.[ClH:16]. Product: [ClH:16].[CH2:5]1[C:6]2[CH:11]=[CH:10][CH:9]=[CH:8][C:7]=2[CH2:1][CH2:2][NH:3][CH2:4]1. The catalyst class is: 27. (10) Reactant: [CH3:1][O:2][C:3]1[CH:4]=[C:5]2[C:10](=[CH:11][C:12]=1[O:13][CH3:14])[N:9]=[CH:8][CH:7]=[C:6]2[O:15][C:16]1[CH:22]=[CH:21][C:19]([NH2:20])=[C:18]([CH3:23])[C:17]=1[CH3:24].C1(C)C=CC=CC=1.C(N(CC)CC)C.Cl[C:40](Cl)([O:42][C:43](=[O:49])OC(Cl)(Cl)Cl)Cl.[CH3:51][C:52]1[CH:57]=[CH:56][C:55]([CH3:58])=[CH:54][C:53]=1[S:59][CH:60](C)[CH2:61]O. Product: [CH3:1][O:2][C:3]1[CH:4]=[C:5]2[C:10](=[CH:11][C:12]=1[O:13][CH3:14])[N:9]=[CH:8][CH:7]=[C:6]2[O:15][C:16]1[CH:22]=[CH:21][C:19]([NH:20][C:43](=[O:49])[O:42][CH2:40][CH2:61][CH2:60][S:59][C:53]2[CH:54]=[C:55]([CH3:58])[CH:56]=[CH:57][C:52]=2[CH3:51])=[C:18]([CH3:23])[C:17]=1[CH3:24]. The catalyst class is: 2.